Predict the reaction yield, written as a fraction of the theoretical maximum amount of product (1.0 means a 100% yield; for example, 0.34 means a 34% yield). From a dataset of Reaction yield outcomes from USPTO patents with 853,638 reactions. (1) The reactants are [CH:1]1([CH3:11])[CH2:6][CH2:5][CH:4]([CH:7]([CH3:9])[CH3:8])[CH:3]([OH:10])[CH2:2]1.CCN(CC)CC.[Br:19][CH2:20][C:21](Br)=[O:22].Cl. The catalyst is C1COCC1. The product is [CH:7]([CH:4]1[CH2:5][CH2:6][CH:1]([CH3:11])[CH2:2][CH:3]1[O:10][C:21](=[O:22])[CH2:20][Br:19])([CH3:8])[CH3:9]. The yield is 0.510. (2) The reactants are C([O:3][C:4](=[O:22])[CH2:5][CH2:6][C@H:7]1[CH2:12][CH2:11][C:10]([F:14])([F:13])[CH2:9][N:8]1[C:15]([O:17][C:18]([CH3:21])([CH3:20])[CH3:19])=[O:16])C.O[Li].O. The catalyst is C(O)C. The product is [C:18]([O:17][C:15]([N:8]1[CH2:9][C:10]([F:13])([F:14])[CH2:11][CH2:12][C@@H:7]1[CH2:6][CH2:5][C:4]([OH:22])=[O:3])=[O:16])([CH3:21])([CH3:19])[CH3:20]. The yield is 0.940. (3) The reactants are [CH3:1][O:2][C:3]([C:5]1[CH:33]=[CH:32][C:8]2[S:9][CH:10]=[C:11]([C:12]3[CH:17]=[CH:16][C:15]([C:18]4[CH2:23][CH2:22][N:21]([C:24]([O:26][C:27]([CH3:30])([CH3:29])[CH3:28])=[O:25])[CH2:20][CH:19]=4)=[CH:14][C:13]=3[CH3:31])[C:7]=2[CH:6]=1)=[O:4]. The catalyst is CO.[Pd]. The product is [CH3:1][O:2][C:3]([C:5]1[CH:33]=[CH:32][C:8]2[S:9][CH:10]=[C:11]([C:12]3[CH:17]=[CH:16][C:15]([CH:18]4[CH2:23][CH2:22][N:21]([C:24]([O:26][C:27]([CH3:28])([CH3:30])[CH3:29])=[O:25])[CH2:20][CH2:19]4)=[CH:14][C:13]=3[CH3:31])[C:7]=2[CH:6]=1)=[O:4]. The yield is 0.940. (4) The reactants are [Cl:1][C:2]1[CH:3]=[C:4]([CH:9]([C:12]2[C:17]([CH2:18][CH3:19])=[C:16]([O:20][CH3:21])[N:15]=[C:14]([O:22][CH3:23])[N:13]=2)C#N)[CH:5]=[C:6]([Cl:8])[CH:7]=1.[H-].[Na+].CN(C=[O:30])C. No catalyst specified. The product is [Cl:1][C:2]1[CH:3]=[C:4]([C:9]([C:12]2[C:17]([CH2:18][CH3:19])=[C:16]([O:20][CH3:21])[N:15]=[C:14]([O:22][CH3:23])[N:13]=2)=[O:30])[CH:5]=[C:6]([Cl:8])[CH:7]=1. The yield is 0.720. (5) The reactants are C([NH:9][C:10]([NH:12][C:13]1[CH:27]=[CH:26][C:16]([CH2:17][NH:18][C:19](=[O:25])[O:20][C:21]([CH3:24])([CH3:23])[CH3:22])=[CH:15][CH:14]=1)=[S:11])(=O)C1C=CC=CC=1.C([O-])([O-])=O.[K+].[K+]. The catalyst is CO.O. The product is [NH2:9][C:10]([NH:12][C:13]1[CH:14]=[CH:15][C:16]([CH2:17][NH:18][C:19](=[O:25])[O:20][C:21]([CH3:23])([CH3:24])[CH3:22])=[CH:26][CH:27]=1)=[S:11]. The yield is 1.00. (6) The reactants are [Cl:1][C:2]1[CH:7]=[CH:6][C:5]([C:8]2[O:9][CH:10]=[C:11]([CH2:13][CH2:14][NH2:15])[N:12]=2)=[CH:4][CH:3]=1.[F:16][C:17]([F:33])([F:32])[C:18]1[O:22][N:21]=[C:20]([C:23]2[CH:24]=[C:25]([CH:29]=[CH:30][CH:31]=2)[C:26](O)=[O:27])[N:19]=1. No catalyst specified. The product is [Cl:1][C:2]1[CH:3]=[CH:4][C:5]([C:8]2[O:9][CH:10]=[C:11]([CH2:13][CH2:14][NH:15][C:26](=[O:27])[C:25]3[CH:29]=[CH:30][CH:31]=[C:23]([C:20]4[N:19]=[C:18]([C:17]([F:33])([F:32])[F:16])[O:22][N:21]=4)[CH:24]=3)[N:12]=2)=[CH:6][CH:7]=1. The yield is 0.0200. (7) The reactants are [F:1][C:2]1[CH:7]=[CH:6][C:5]([C:8]2[C:9]([CH3:14])=[N:10][NH:11][C:12]=2[NH2:13])=[CH:4][CH:3]=1.O=[C:16]([C:23]1[CH:24]=[N:25][CH:26]=[CH:27][CH:28]=1)[CH2:17][C:18](OCC)=[O:19]. The catalyst is C(O)(=O)C. The product is [F:1][C:2]1[CH:3]=[CH:4][C:5]([C:8]2[C:9]([CH3:14])=[N:10][N:11]3[C:18](=[O:19])[CH:17]=[C:16]([C:23]4[CH:24]=[N:25][CH:26]=[CH:27][CH:28]=4)[NH:13][C:12]=23)=[CH:6][CH:7]=1. The yield is 0.670. (8) The yield is 0.710. The catalyst is O1CCCC1. The reactants are [Cl:1][C:2]1[CH:7]=[CH:6][C:5]([S:8]([N:11]2[CH2:16][CH2:15][CH2:14][C@@H:13]([NH:17][C:18]3[N:23]=[C:22]([C:24]4[N:31]5[C:27]([S:28][CH:29]=[CH:30]5)=[N:26][C:25]=4[C:32]4[CH:33]=[C:34]([CH:37]=[CH:38][CH:39]=4)[CH:35]=[O:36])[CH:21]=[CH:20][N:19]=3)[CH2:12]2)(=[O:10])=[O:9])=[CH:4][CH:3]=1.[H-].[Al+3].[Li+].[H-].[H-].[H-]. The product is [Cl:1][C:2]1[CH:7]=[CH:6][C:5]([S:8]([N:11]2[CH2:16][CH2:15][CH2:14][C@@H:13]([NH:17][C:18]3[N:23]=[C:22]([C:24]4[N:31]5[C:27]([S:28][CH:29]=[CH:30]5)=[N:26][C:25]=4[C:32]4[CH:33]=[C:34]([CH2:35][OH:36])[CH:37]=[CH:38][CH:39]=4)[CH:21]=[CH:20][N:19]=3)[CH2:12]2)(=[O:10])=[O:9])=[CH:4][CH:3]=1. (9) The reactants are C[Si]([C:5]#[C:6][C:7]1[CH:8]=[C:9]([CH:13]=[CH:14][CH:15]=1)[C:10]([NH2:12])=[O:11])(C)C.CCCC[N+](CCCC)(CCCC)CCCC.[F-].O. The product is [C:6]([C:7]1[CH:8]=[C:9]([CH:13]=[CH:14][CH:15]=1)[C:10]([NH2:12])=[O:11])#[CH:5]. The catalyst is C1COCC1. The yield is 0.950.